From a dataset of hERG Central: cardiac toxicity at 1µM, 10µM, and general inhibition. Predict hERG channel inhibition at various concentrations. (1) The drug is CCOc1cc2c(cc1OCC)-n1cccc1C(c1ccc(OC(F)F)cc1)NC2.Cl. Results: hERG_inhib (hERG inhibition (general)): blocker. (2) The compound is CN(C)S(=O)(=O)c1ccc(N2CCCC2)c(C(=O)Nc2ccccc2OC(F)F)c1. Results: hERG_inhib (hERG inhibition (general)): blocker. (3) The molecule is CCCCOC(=O)CCCc1ccc([N+](=O)[O-])cc1[N+](=O)[O-]. Results: hERG_inhib (hERG inhibition (general)): blocker. (4) The drug is Cn1c(CCN2CCCC2)nc2cc(NS(=O)(=O)c3ccc(Cl)cc3)ccc21. Results: hERG_inhib (hERG inhibition (general)): blocker. (5) The drug is CC(NC(=O)C(=O)NCCN1CCN(C(=O)c2ccc([N+](=O)[O-])cc2)CC1)c1ccccc1. Results: hERG_inhib (hERG inhibition (general)): blocker.